This data is from Full USPTO retrosynthesis dataset with 1.9M reactions from patents (1976-2016). The task is: Predict the reactants needed to synthesize the given product. (1) Given the product [CH:11]([S:10][C:4]1[C:3]([CH2:2][O:25][C:22]2[CH:21]=[CH:20][C:19]([CH2:18][CH2:17][C:16]([OH:26])=[O:15])=[CH:24][CH:23]=2)=[CH:8][C:7]([CH3:9])=[CH:6][N:5]=1)([CH3:13])[CH3:12], predict the reactants needed to synthesize it. The reactants are: Cl[CH2:2][C:3]1[C:4]([S:10][CH:11]([CH3:13])[CH3:12])=[N:5][CH:6]=[C:7]([CH3:9])[CH:8]=1.C[O:15][C:16](=[O:26])[CH2:17][CH2:18][C:19]1[CH:24]=[CH:23][C:22]([OH:25])=[CH:21][CH:20]=1. (2) Given the product [CH3:26][N:24]([CH3:25])[C:20]1[N:19]=[C:18]([O:17][C:13]2[CH:14]=[C:15]([CH3:16])[C:7]3[CH:6]([CH2:5][C:4]([OH:27])=[O:3])[O:10][B:9]([OH:11])[C:8]=3[CH:12]=2)[CH:23]=[CH:22][N:21]=1, predict the reactants needed to synthesize it. The reactants are: C([O:3][C:4](=[O:27])[CH2:5][CH:6]1[O:10][B:9]([OH:11])[C:8]2[CH:12]=[C:13]([O:17][C:18]3[CH:23]=[CH:22][N:21]=[C:20]([N:24]([CH3:26])[CH3:25])[N:19]=3)[CH:14]=[C:15]([CH3:16])[C:7]1=2)C.[OH-].[Li+].Cl. (3) Given the product [CH3:17][C:5]1[C:4]2[C:8](=[CH:9][CH:10]=[C:2]([C:19]#[N:20])[CH:3]=2)[NH:7][C:6]=1[C:11]1[CH:12]=[N:13][CH:14]=[CH:15][CH:16]=1, predict the reactants needed to synthesize it. The reactants are: Br[C:2]1[CH:3]=[C:4]2[C:8](=[CH:9][CH:10]=1)[NH:7][C:6]([C:11]1[CH:12]=[N:13][CH:14]=[CH:15][CH:16]=1)=[C:5]2[CH3:17].[Cu][C:19]#[N:20]. (4) Given the product [C:1]([O:5][C:6]([NH:8][C:9]1[CH:14]=[CH:13][CH:12]=[CH:11][C:10]=1[NH:15][C:16](=[O:24])[C:17]1[CH:22]=[CH:21][C:20]([C:27]2[CH:28]=[CH:29][O:25][CH:26]=2)=[N:19][CH:18]=1)=[O:7])([CH3:4])([CH3:3])[CH3:2], predict the reactants needed to synthesize it. The reactants are: [C:1]([O:5][C:6]([NH:8][C:9]1[CH:14]=[CH:13][CH:12]=[CH:11][C:10]=1[NH:15][C:16](=[O:24])[C:17]1[CH:22]=[CH:21][C:20](Cl)=[N:19][CH:18]=1)=[O:7])([CH3:4])([CH3:3])[CH3:2].[O:25]1[CH:29]=[CH:28][C:27](B(O)O)=[CH:26]1.C(=O)([O-])O.[Na+]. (5) Given the product [CH3:8][C:6]1[CH:7]=[C:2]([NH:34][CH2:33][CH2:32][C:28]2[CH:27]=[N:26][CH:31]=[CH:30][CH:29]=2)[C:3]2[N:4]([C:9]([C:19]3[CH:24]=[CH:23][N:22]=[C:21]([OH:25])[N:20]=3)=[C:10]([C:12]3[CH:17]=[CH:16][CH:15]=[C:14]([CH3:18])[N:13]=3)[N:11]=2)[CH:5]=1, predict the reactants needed to synthesize it. The reactants are: Br[C:2]1[C:3]2[N:4]([C:9]([C:19]3[CH:24]=[CH:23][N:22]=[C:21]([OH:25])[N:20]=3)=[C:10]([C:12]3[CH:17]=[CH:16][CH:15]=[C:14]([CH3:18])[N:13]=3)[N:11]=2)[CH:5]=[C:6]([CH3:8])[CH:7]=1.[N:26]1[CH:31]=[CH:30][CH:29]=[C:28]([CH2:32][CH2:33][NH2:34])[CH:27]=1.CC([O-])(C)C.[Na+].C1(P(C2CCCCC2)C2C=CC=CC=2C2C=CC=CC=2N(C)C)CCCCC1.